The task is: Predict the reactants needed to synthesize the given product.. This data is from Full USPTO retrosynthesis dataset with 1.9M reactions from patents (1976-2016). Given the product [Br:1][C:15]1[CH:16]=[N:17][C:18]2[C:13]([C:14]=1[OH:21])=[N:12][C:11]([O:10][CH3:9])=[CH:20][CH:19]=2, predict the reactants needed to synthesize it. The reactants are: [Br:1]N1C(=O)CCC1=O.[CH3:9][O:10][C:11]1[N:12]=[C:13]2[C:18](=[CH:19][CH:20]=1)[N:17]=[CH:16][CH:15]=[C:14]2[OH:21].